Dataset: Reaction yield outcomes from USPTO patents with 853,638 reactions. Task: Predict the reaction yield, written as a fraction of the theoretical maximum amount of product (1.0 means a 100% yield; for example, 0.34 means a 34% yield). (1) The reactants are [Cl-].O[NH3+:3].[C:4](=[O:7])([O-])[OH:5].[Na+].[Si]([O:16][CH:17]([CH3:54])[CH2:18][O:19][C@H:20]1[CH2:25][CH2:24][C@H:23]([N:26]2[C:31](=[O:32])[C:30]([CH2:33][C:34]3[CH:39]=[CH:38][C:37]([C:40]4[C:41]([C:46]#[N:47])=[CH:42][CH:43]=[CH:44][CH:45]=4)=[CH:36][CH:35]=3)=[C:29]([CH2:48][CH2:49][CH3:50])[N:28]3[N:51]=[CH:52][N:53]=[C:27]23)[CH2:22][CH2:21]1)(C(C)(C)C)(C)C.CC(OI1(OC(C)=O)(OC(C)=O)OC(=O)C2C=CC=CC1=2)=O.S([O-])([O-])(=O)=S.[Na+].[Na+]. The catalyst is C(#N)C.O.C(OCC)(=O)C.CS(C)=O. The product is [O:7]=[C:4]1[O:5][N:47]=[C:46]([C:41]2[CH:42]=[CH:43][CH:44]=[CH:45][C:40]=2[C:37]2[CH:38]=[CH:39][C:34]([CH2:33][C:30]3[C:31](=[O:32])[N:26]([C@H:23]4[CH2:22][CH2:21][C@H:20]([O:19][CH2:18][C:17](=[O:16])[CH3:54])[CH2:25][CH2:24]4)[C:27]4[N:28]([N:51]=[CH:52][N:53]=4)[C:29]=3[CH2:48][CH2:49][CH3:50])=[CH:35][CH:36]=2)[NH:3]1. The yield is 0.310. (2) The reactants are C(O[BH-](OC(=O)C)OC(=O)C)(=O)C.[Na+].[CH2:15]([N:22]1[CH2:27][CH2:26][CH:25]([N:28]([CH2:36][C:37]2[N:38]=[C:39]([CH:61]=O)[N:40]([C:42]([C:55]3[CH:60]=[CH:59][CH:58]=[CH:57][CH:56]=3)([C:49]3[CH:54]=[CH:53][CH:52]=[CH:51][CH:50]=3)[C:43]3[CH:48]=[CH:47][CH:46]=[CH:45][CH:44]=3)[CH:41]=2)[C:29](=[O:35])[O:30][C:31]([CH3:34])([CH3:33])[CH3:32])[CH2:24][CH2:23]1)[C:16]1[CH:21]=[CH:20][CH:19]=[CH:18][CH:17]=1.[CH3:63][NH:64][CH3:65].C(=O)([O-])[O-].[K+].[K+]. The catalyst is C1COCC1.C(O)(=O)C.ClC(Cl)C. The product is [CH2:15]([N:22]1[CH2:27][CH2:26][CH:25]([N:28]([CH2:36][C:37]2[N:38]=[C:39]([CH2:61][N:64]([CH3:65])[CH3:63])[N:40]([C:42]([C:55]3[CH:56]=[CH:57][CH:58]=[CH:59][CH:60]=3)([C:49]3[CH:54]=[CH:53][CH:52]=[CH:51][CH:50]=3)[C:43]3[CH:44]=[CH:45][CH:46]=[CH:47][CH:48]=3)[CH:41]=2)[C:29](=[O:35])[O:30][C:31]([CH3:33])([CH3:32])[CH3:34])[CH2:24][CH2:23]1)[C:16]1[CH:17]=[CH:18][CH:19]=[CH:20][CH:21]=1. The yield is 0.750. (3) The reactants are Br[C:2]1[CH:7]=[C:6]([CH3:8])[CH:5]=[CH:4][C:3]=1[O:9][CH3:10].[CH2:11]([O:18][CH2:19][C@@H:20]([OH:31])[CH2:21]C1C=C(F)C=CC=1OC)[C:12]1[CH:17]=[CH:16][CH:15]=[CH:14][CH:13]=1. No catalyst specified. The product is [CH2:11]([O:18][CH2:19][C@@H:20]([OH:31])[CH2:21][C:2]1[CH:7]=[C:6]([CH3:8])[CH:5]=[CH:4][C:3]=1[O:9][CH3:10])[C:12]1[CH:17]=[CH:16][CH:15]=[CH:14][CH:13]=1. The yield is 0.960. (4) The reactants are [Si:1]([O:18][CH2:19][C:20]1[N:25]=[C:24]([CH:26]([C:28]2[N:29]([CH3:33])[CH:30]=[CH:31][N:32]=2)[OH:27])[C:23]([F:34])=[C:22]([Cl:35])[C:21]=1[N:36]1[CH2:41][C@H:40]([CH3:42])[O:39][C@H:38]([CH3:43])[CH2:37]1)([C:14]([CH3:17])([CH3:16])[CH3:15])([C:8]1[CH:13]=[CH:12][CH:11]=[CH:10][CH:9]=1)[C:2]1[CH:7]=[CH:6][CH:5]=[CH:4][CH:3]=1. The catalyst is ClCCl.[O-2].[Mn+4].[O-2]. The product is [Si:1]([O:18][CH2:19][C:20]1[N:25]=[C:24]([C:26]([C:28]2[N:29]([CH3:33])[CH:30]=[CH:31][N:32]=2)=[O:27])[C:23]([F:34])=[C:22]([Cl:35])[C:21]=1[N:36]1[CH2:37][C@H:38]([CH3:43])[O:39][C@H:40]([CH3:42])[CH2:41]1)([C:14]([CH3:15])([CH3:17])[CH3:16])([C:2]1[CH:3]=[CH:4][CH:5]=[CH:6][CH:7]=1)[C:8]1[CH:9]=[CH:10][CH:11]=[CH:12][CH:13]=1. The yield is 0.840. (5) The reactants are [O:1]=[C:2]1[C:7]2[CH:8]=[CH:9][CH:10]=[CH:11][C:6]=2[S:5][C:4]([C:12]2[N:17]=[C:16]([CH2:18][CH2:19][O:20][CH2:21][CH2:22][C:23]([O:25]C(C)(C)C)=[O:24])[CH:15]=[CH:14][CH:13]=2)=[N:3]1.FC(F)(F)C(O)=O. No catalyst specified. The product is [O:1]=[C:2]1[C:7]2[CH:8]=[CH:9][CH:10]=[CH:11][C:6]=2[S:5][C:4]([C:12]2[N:17]=[C:16]([CH2:18][CH2:19][O:20][CH2:21][CH2:22][C:23]([OH:25])=[O:24])[CH:15]=[CH:14][CH:13]=2)=[N:3]1. The yield is 0.850. (6) The reactants are Cl[CH2:2][C:3]1[C:4]2[N:5]([CH:9]=[CH:10][N:11]=2)[CH:6]=[CH:7][CH:8]=1.[OH:12][C:13]1[CH:20]=[CH:19][C:18]([O:21][CH3:22])=[CH:17][C:14]=1[CH:15]=[O:16].C(=O)([O-])[O-].[K+].[K+]. The catalyst is CN(C=O)C. The product is [N:11]1[CH:10]=[CH:9][N:5]2[CH:6]=[CH:7][CH:8]=[C:3]([CH2:2][O:12][C:13]3[CH:20]=[CH:19][C:18]([O:21][CH3:22])=[CH:17][C:14]=3[CH:15]=[O:16])[C:4]=12. The yield is 0.450. (7) The reactants are [C:1]([O:5][C:6]([C:8]1([S:14]([N:17]2[CH2:22][CH2:21][C:20](=[O:23])[CH2:19][CH2:18]2)(=[O:16])=[O:15])[CH2:13][CH2:12][O:11][CH2:10][CH2:9]1)=[O:7])([CH3:4])([CH3:3])[CH3:2].[BH4-].[Na+]. The catalyst is CO. The product is [C:1]([O:5][C:6]([C:8]1([S:14]([N:17]2[CH2:22][CH2:21][CH:20]([OH:23])[CH2:19][CH2:18]2)(=[O:16])=[O:15])[CH2:13][CH2:12][O:11][CH2:10][CH2:9]1)=[O:7])([CH3:4])([CH3:2])[CH3:3]. The yield is 0.990.